This data is from Reaction yield outcomes from USPTO patents with 853,638 reactions. The task is: Predict the reaction yield, written as a fraction of the theoretical maximum amount of product (1.0 means a 100% yield; for example, 0.34 means a 34% yield). (1) The reactants are Cl.[CH:2]1([NH:8][NH2:9])[CH2:7][CH2:6][CH2:5][CH2:4][CH2:3]1.C[O-].[Na+].C(O[CH2:16][CH:17]([C:20]#[N:21])[C:18]#[N:19])C. The catalyst is C(O)C. The product is [NH2:21][C:20]1[N:8]([CH:2]2[CH2:7][CH2:6][CH2:5][CH2:4][CH2:3]2)[N:9]=[CH:16][C:17]=1[C:18]#[N:19]. The yield is 0.660. (2) The reactants are [NH2:1][C:2]1[C:3](=[O:19])[NH:4][C:5](=[S:18])[N:6]([CH2:9][C:10]2[CH:15]=[CH:14][C:13]([O:16][CH3:17])=[CH:12][CH:11]=2)[C:7]=1[NH2:8].[CH:20](O)=O. No catalyst specified. The product is [CH3:17][O:16][C:13]1[CH:12]=[CH:11][C:10]([CH2:9][N:6]2[C:7]3[N:8]=[CH:20][NH:1][C:2]=3[C:3](=[O:19])[NH:4][C:5]2=[S:18])=[CH:15][CH:14]=1. The yield is 0.160. (3) The reactants are [F:1][C:2]1[CH:3]=[C:4]2[C:8](=[CH:9][CH:10]=1)[NH:7][CH:6]=[C:5]2[CH:11]1[CH2:16][CH2:15][C:14](=[O:17])[CH2:13][CH2:12]1.C1OC2(CCC(C3C4C(=CC=C(F)C=4)NC=3)=CC2)OC1. No catalyst specified. The product is [F:1][C:2]1[CH:3]=[C:4]2[C:8](=[CH:9][CH:10]=1)[NH:7][CH:6]=[C:5]2[C:11]1[CH2:16][CH2:15][C:14](=[O:17])[CH2:13][CH:12]=1. The yield is 0.880. (4) The reactants are [C:1]([NH:4][C:5]1[CH:9]=[CH:8][NH:7][C:6]=1[C:10]([O:12][CH2:13][CH3:14])=[O:11])(=[O:3])[CH3:2].Br[C:16]1[CH:21]=[CH:20][C:19]([C:22](=[O:24])[CH3:23])=[CH:18][CH:17]=1.P([O-])([O-])([O-])=O.[K+].[K+].[K+].CNCCNC. The catalyst is C1(C)C=CC=CC=1.[Cu]I. The product is [C:1]([NH:4][C:5]1[CH:9]=[CH:8][N:7]([C:16]2[CH:21]=[CH:20][C:19]([C:22](=[O:24])[CH3:23])=[CH:18][CH:17]=2)[C:6]=1[C:10]([O:12][CH2:13][CH3:14])=[O:11])(=[O:3])[CH3:2]. The yield is 0.718. (5) The reactants are [Cl:1][C:2]1[C:10]2[N:9]=[C:8]3[N:11]([C:15]4[CH:20]=[CH:19][C:18]([O:21][CH3:22])=[CH:17][C:16]=4[Cl:23])[CH2:12][CH2:13][CH2:14][N:7]3[C:6]=2[C:5]([CH:24]([OH:27])[CH2:25][CH3:26])=[CH:4][CH:3]=1.N(C(N1CCCCC1)=O)=NC(N1CCCCC1)=O.C(P(CCCC)CCCC)CCC.[F:59][C:60]([F:64])([F:63])[CH2:61]O. The catalyst is O1CCCC1. The product is [Cl:1][C:2]1[C:10]2[N:9]=[C:8]3[N:11]([C:15]4[CH:20]=[CH:19][C:18]([O:21][CH3:22])=[CH:17][C:16]=4[Cl:23])[CH2:12][CH2:13][CH2:14][N:7]3[C:6]=2[C:5]([CH:24]([O:27][CH2:61][C:60]([F:64])([F:63])[F:59])[CH2:25][CH3:26])=[CH:4][CH:3]=1. The yield is 0.330. (6) The reactants are P(Cl)(Cl)([Cl:3])=O.[CH2:6]([CH:10]1[C:22](=O)[N:14]2[C:15]3[CH:21]=[CH:20][CH:19]=[N:18][C:16]=3[N:17]=[C:13]2[C:12]([C:24]#[N:25])=[C:11]1[CH3:26])[CH2:7][CH2:8][CH3:9]. No catalyst specified. The product is [CH2:6]([C:10]1[C:11]([CH3:26])=[C:12]([C:24]#[N:25])[C:13]2[N:14]([C:22]=1[Cl:3])[C:15]1[CH:21]=[CH:20][CH:19]=[N:18][C:16]=1[N:17]=2)[CH2:7][CH2:8][CH3:9]. The yield is 0.300. (7) The reactants are [OH:1][C:2]1[CH:7]=[CH:6][CH:5]=[CH:4][C:3]=1[S:8][CH3:9].F[C:11]1[CH:16]=[CH:15][C:14](F)=[CH:13][C:12]=1[N+:18]([O-:20])=[O:19].[F:21][C:22]1[CH:28]=[CH:27][C:25]([NH2:26])=[C:24]([O:29][C:30]2[CH:35]=[CH:34][CH:33]=[CH:32][C:31]=2[S:36][CH3:37])[CH:23]=1.[NH2:38][C:39]1[S:40][CH:41]=[CH:42][N:43]=1. No catalyst specified. The product is [F:21][C:15]1[CH:14]=[CH:13][C:12]([N+:18]([O-:20])=[O:19])=[C:11]([O:1][C:2]2[CH:7]=[CH:6][CH:5]=[CH:4][C:3]=2[S:8][CH3:9])[CH:16]=1.[F:21][C:22]1[CH:28]=[CH:27][C:25]([NH:26][C:2]([NH:38][C:39]2[S:40][CH:41]=[CH:42][N:43]=2)=[O:1])=[C:24]([O:29][C:30]2[CH:35]=[CH:34][CH:33]=[CH:32][C:31]=2[S:36][CH3:37])[CH:23]=1. The yield is 0.680.